The task is: Predict which catalyst facilitates the given reaction.. This data is from Catalyst prediction with 721,799 reactions and 888 catalyst types from USPTO. (1) Reactant: Cl[C:2]1[NH:11][C:5]2=[N:6][C:7]([Cl:10])=[CH:8][CH:9]=[C:4]2[N:3]=1.[NH:12]1[CH2:17][CH2:16][C:15]2([C:25]3[C:20](=[CH:21][CH:22]=[CH:23][CH:24]=3)[C:19](=[O:26])[O:18]2)[CH2:14][CH2:13]1.O. Product: [Cl:10][C:7]1[N:6]=[C:5]2[NH:11][C:2]([N:12]3[CH2:17][CH2:16][C:15]4([C:25]5[C:20](=[CH:21][CH:22]=[CH:23][CH:24]=5)[C:19](=[O:26])[O:18]4)[CH2:14][CH2:13]3)=[N:3][C:4]2=[CH:9][CH:8]=1. The catalyst class is: 37. (2) Product: [NH2:23][C:20]1[CH:21]=[CH:22][C:17]([N:13]2[CH2:14][CH2:15][O:16][C@H:11]([C@@H:9]([OH:10])[C:8]([NH:7][C:6]3[CH:33]=[CH:34][C:3]([C:1]#[N:2])=[CH:4][CH:5]=3)=[O:32])[C:12]2=[O:31])=[CH:18][CH:19]=1. The catalyst class is: 28. Reactant: [C:1]([C:3]1[CH:34]=[CH:33][C:6]([NH:7][C:8](=[O:32])[C@@H:9]([C@H:11]2[O:16][CH2:15][CH2:14][N:13]([C:17]3[CH:22]=[CH:21][C:20]([NH:23]C(=O)OC(C)(C)C)=[CH:19][CH:18]=3)[C:12]2=[O:31])[OH:10])=[CH:5][CH:4]=1)#[N:2].FC(F)(F)C(O)=O.C1(OC)C=CC=CC=1. (3) Reactant: [CH2:1]([NH2:4])[CH2:2][NH2:3].Cl.[C:6]([Cl:11])(=[O:10])[C:7]([CH3:9])=[CH2:8]. Product: [ClH:11].[C:6]([NH:3][CH2:2][CH2:1][NH2:4])(=[O:10])[C:7]([CH3:9])=[CH2:8]. The catalyst class is: 408. (4) Reactant: [Br:1][C:2]1[CH:7]=[CH:6][CH:5]=[CH:4][C:3]=1[OH:8].Br[CH2:10][CH2:11][CH:12]([CH3:14])[CH3:13].C(=O)([O-])[O-].[K+].[K+]. Product: [Br:1][C:2]1[CH:7]=[CH:6][CH:5]=[CH:4][C:3]=1[O:8][CH2:10][CH2:11][CH:12]([CH3:14])[CH3:13]. The catalyst class is: 23. (5) Reactant: [OH:1][C@H:2]([C:29]1[CH:34]=[CH:33][C:32]([OH:35])=[CH:31][CH:30]=1)[C@@H:3]([NH:5][CH2:6][CH2:7][O:8][C:9]1[CH:14]=[CH:13][C:12]([C:15]2[CH:20]=[CH:19][C:18]([C:21]([O:23]C)=[O:22])=[C:17]([S:25][CH:26]([CH3:28])[CH3:27])[CH:16]=2)=[CH:11][CH:10]=1)[CH3:4].[OH-].[Na+].[ClH:38]. Product: [ClH:38].[OH:1][C@H:2]([C:29]1[CH:34]=[CH:33][C:32]([OH:35])=[CH:31][CH:30]=1)[C@@H:3]([NH:5][CH2:6][CH2:7][O:8][C:9]1[CH:10]=[CH:11][C:12]([C:15]2[CH:20]=[CH:19][C:18]([C:21]([OH:23])=[O:22])=[C:17]([S:25][CH:26]([CH3:28])[CH3:27])[CH:16]=2)=[CH:13][CH:14]=1)[CH3:4]. The catalyst class is: 5. (6) Reactant: [O:1]1[CH2:6][CH:5]=[CH:4][CH2:3][CH:2]1[CH:7]1[CH2:16][CH2:15][C:10]2([O:14][CH2:13][CH2:12][O:11]2)[CH2:9][CH2:8]1. Product: [O:1]1[CH2:6][CH2:5][CH2:4][CH2:3][CH:2]1[CH:7]1[CH2:16][CH2:15][C:10]2([O:11][CH2:12][CH2:13][O:14]2)[CH2:9][CH2:8]1. The catalyst class is: 43.